From a dataset of Experimentally validated miRNA-target interactions with 360,000+ pairs, plus equal number of negative samples. Binary Classification. Given a miRNA mature sequence and a target amino acid sequence, predict their likelihood of interaction. (1) The miRNA is mmu-miR-7211-5p with sequence UCUUUCCCUCUGCCACUCCACC. The protein sequence of the target gene is MRLSALLALASKVTLPPHYRYGMSPPGSVADKRKNPPWIRRRPVVVEPISDEDWYLFCGDTVEILEGKDAGKQGKVVQVIRQRNWVVVGGLNTHYRYIGKTMDYRGTMIPSEAPLLHRQVKLVDPMDRKPTEIEWRFTEAGERVRVSTRSGRIIPKPEFPRADGIVPETWIDGPKDTSVEDALERTYVPCLKTLQEEVMEAMGIKETRKYKKVYWY. Result: 0 (no interaction). (2) The miRNA is hsa-let-7b-5p with sequence UGAGGUAGUAGGUUGUGUGGUU. The protein sequence of the target gene is MALRSAQGDGPTSGHWDGGAEKADFNAKRKKKVAEIHQALNSDPTDVAALRRMAISEGGLLTDEIRRKVWPKLLNVNANDPPPISGKNLRQMSKDYQQVLLDVRRSLRRFPPGMPEEQREGLQEELIDIILLILERNPQLHYYQGYHDIVVTFLLVVGERLATSLVEKLSTHHLRDFMDPTMDNTKHILNYLMPIIDQVNPELHDFMQSAEVGTIFALSWLITWFGHVLSDFRHVVRLYDFFLACHPLMPIYFAAVIVLYREQEVLDCDCDMASVHHLLSQIPQDLPYETLISRAGDLFV.... Result: 1 (interaction). (3) The miRNA is hsa-miR-548c-3p with sequence CAAAAAUCUCAAUUACUUUUGC. The protein sequence of the target gene is MATVAELKAVLKDTLEKKGVLGHLKARIRAEVFNALDDDREPRPSLSHENLLINELIREYLEFNKYKYTASVLIAESGQPVVPLDRQFLIHELNAFEESKDNTIPLLYGILAHFLRGTKDGIQNAFLKGPSLQPSDPSLGRQPSRRKPMDDHLRKEEQKSTNIEDLHVSQAVNR. Result: 1 (interaction). (4) The miRNA is mmu-miR-340-5p with sequence UUAUAAAGCAAUGAGACUGAUU. The protein sequence of the target gene is MPFPVTTQGSQQTQPPQRHYGITSPISLAAPKETDCLLTQKLIETLKPFGVFEEEEELQRRILILGKLNNLVKEWIREISESKNLPQSVIENVGGKIFTFGSYRLGVHTKGADIDALCVAPRHVDRSDFFTSFYDKLKLQEEVKDLRAVEEAFVPVIKLCFDGIEIDILFARLALQTIPEDLDLRDDSLLKNLDIRCIRSLNGCRVTDEILHLVPNIDNFRLTLRAIKLWAKRHNIYSNILGFLGGVSWAMLVARTCQLYPNAIASTLVHKFFLVFSKWEWPNPVLLKQPEECNLNLPVW.... Result: 1 (interaction). (5) The miRNA is hsa-miR-4697-3p with sequence UGUCAGUGACUCCUGCCCCUUGGU. The protein sequence of the target gene is MSHSRHRAEAPPLQREDSGTFSLGKMITAKPGKTPIQVLHEYGMKTKNIPVYECERSDVQVHVPTFTFRVTVGDITCTGEGTSKKLAKHRAAEAAINILKANASICFAVPDPLMPDPSKQPKNQLNPIGSLQELAIHHGWRLPEYTLSQEGGPAHKREYTTICRLESFMETGKGASKKQAKRNAAEKFLAKFSNISPENHISLTNVVGHSLGCTWHSLRNSPGEKINLLKRSLLSLPNTDYIQLLSEIASEQGFNITYLDIEELSANGQYQCLAELSTSPITVCHGSGISCGNAQSDAAH.... Result: 0 (no interaction). (6) The miRNA is hsa-miR-192-5p with sequence CUGACCUAUGAAUUGACAGCC. The protein sequence of the target gene is MPRERRERDAKERDTMKEDGGAEFSARSRKRKANVTVFLQDPDEEMAKIDRTARDQCGSQPWDNNAVCADPCSLIPTPDKEDDDRVYPNSTCKPRIIAPSRGSPLPVLSWANREEVWKIMLNKEKTYLRDQHFLEQHPLLQPKMRAILLDWLMEVCEVYKLHRETFYLAQDFFDRYMATQENVVKTLLQLIGISSLFIAAKLEEIYPPKLHQFAYVTDGACSGDEILTMELMIMKALKWRLSPLTIVSWLNVYMQVAYLNDLHEVLLPQYPQQIFIQIAELLDLCVLDVDCLEFPYGILA.... Result: 1 (interaction). (7) The miRNA is hsa-miR-1537-5p with sequence AGCUGUAAUUAGUCAGUUUUCU. The protein sequence of the target gene is MVASLFKSLILAYIHKLCKGMFTKKLGNTTKKKENRQQKKDQDFPTAGHTKPPKLSNALKSTVKKIAKCSSTRNFSIEDEEGHKDFSLSPTFSYRVAIANGLQTAVTNSDEDLLQELSSIESSYSESFNELRSSTENQVQSTHTMPVRRNRKSSSSLAPSEGSSDGERTLHTLKLGALRKLRKWKKSQECVSSDSELSTVKKTWGIRSKSLDRTARNPKTNVLEPGFSSSGCISQTHDVMEMIFKELQGISQIETELSELRGHVNALKYSIDEISSSVEVVQSEIEQLRTGFVQARRETR.... Result: 0 (no interaction). (8) The miRNA is hsa-miR-6732-5p with sequence UAGGGGGUGGCAGGCUGGCC. The protein sequence of the target gene is MKFLLLVLAALGFLTQVIPASAGGSKCVSNTPGYCRTCCHWGETALFMCNASRKCCISYSFLPKPDLPQLIGNHWQSRRRNTQRKDKKQQTTVTS. Result: 0 (no interaction). (9) The miRNA is hsa-miR-19a-3p with sequence UGUGCAAAUCUAUGCAAAACUGA. The protein sequence of the target gene is MNTEMYQTPMEVAVYQLHNFSISFFSSLLGGDVVSVKLDNSASGASVVALDNKIEQAMDLVKNHLMYAVREEVEVLKEQIRELLEKNSQLERENTLLKTLASPEQLEKFQSRLSPEEPAPEAPETPETPEAPGGSAV. Result: 0 (no interaction).